This data is from Full USPTO retrosynthesis dataset with 1.9M reactions from patents (1976-2016). The task is: Predict the reactants needed to synthesize the given product. (1) Given the product [C:33]([CH2:32][N:16]1[CH2:17][CH2:18][N:19]([C:22](=[O:31])[NH:23][C:24]2[CH:25]=[CH:26][C:27]([CH3:30])=[CH:28][CH:29]=2)[CH2:20][CH2:21][N:10]([CH2:9][C:6]([OH:8])=[O:7])[CH2:11][CH2:12][N:13]([CH2:36][C:37]([OH:39])=[O:38])[CH2:14][CH2:15]1)([OH:35])=[O:34].[Gd:2], predict the reactants needed to synthesize it. The reactants are: [O-2].[Gd+3:2].[O-2].[O-2].[Gd+3].[C:6]([CH2:9][N:10]1[CH2:21][CH2:20][N:19]([C:22](=[O:31])[NH:23][C:24]2[CH:29]=[CH:28][C:27]([CH3:30])=[CH:26][CH:25]=2)[CH2:18][CH2:17][N:16]([CH2:32][C:33]([OH:35])=[O:34])[CH2:15][CH2:14][N:13]([CH2:36][C:37]([OH:39])=[O:38])[CH2:12][CH2:11]1)([OH:8])=[O:7]. (2) Given the product [F:7][CH2:11][C:12]1[O:16][N:15]=[C:14]([C:17]([O:19][CH2:20][CH3:21])=[O:18])[CH:13]=1, predict the reactants needed to synthesize it. The reactants are: C(N(S(F)(F)[F:7])CC)C.O[CH2:11][C:12]1[O:16][N:15]=[C:14]([C:17]([O:19][CH2:20][CH3:21])=[O:18])[CH:13]=1.O.C(=O)(O)[O-].[Na+]. (3) Given the product [F:71][C:67]1[CH:66]=[C:65]([C:64]2[C:58]3[O:57][CH:56]([CH2:55][NH2:52])[CH2:60][C:59]=3[CH:61]=[CH:62][CH:63]=2)[CH:70]=[CH:69][CH:68]=1, predict the reactants needed to synthesize it. The reactants are: CC1C=CC(S(OCC2CC3C=CC=C(C4C=CC=C(F)C=4)C=3O2)(=O)=O)=CC=1.[N-]=[N+]=[N-].[Na+].N(CC1CC2C=C(Cl)C=C(C3C=CSC=3)C=2O1)=[N+]=[N-].[N:52]([CH2:55][CH:56]1[CH2:60][C:59]2[CH:61]=[CH:62][CH:63]=[C:64]([C:65]3[CH:70]=[CH:69][CH:68]=[C:67]([F:71])[CH:66]=3)[C:58]=2[O:57]1)=[N+]=[N-].[N-]=[N+]=[N-]. (4) The reactants are: [C:1]1([N:7]2[CH:11]=[CH:10][CH:9]=[N:8]2)[CH:6]=[CH:5][CH:4]=[CH:3][CH:2]=1.[S:12](=O)(=[O:15])([OH:14])[OH:13]. Given the product [N:7]1([C:1]2[CH:2]=[CH:3][C:4]([S:12]([OH:15])(=[O:14])=[O:13])=[CH:5][CH:6]=2)[CH:11]=[CH:10][CH:9]=[N:8]1, predict the reactants needed to synthesize it. (5) Given the product [BrH:12].[NH2:2][CH:3]1[CH2:11][C:10]2[C:5](=[CH:6][CH:7]=[C:8]([Br:14])[CH:9]=2)[CH2:4]1, predict the reactants needed to synthesize it. The reactants are: Cl.[NH2:2][CH:3]1[CH2:11][C:10]2[C:5](=[CH:6][CH:7]=[CH:8][CH:9]=2)[CH2:4]1.[Br:12]Br.[BrH:14]. (6) Given the product [Cl:1][C:2]1[CH:3]=[C:4]([CH:12]([CH2:24][CH:25]2[CH2:26][CH2:27][CH2:28][CH2:29]2)[C:13]([NH:15][C:16]2[CH:21]=[N:20][C:19]([CH:22]=[C:34]3[S:30][C:31](=[O:36])[NH:32][C:33]3=[O:35])=[CH:18][N:17]=2)=[O:14])[CH:5]=[CH:6][C:7]=1[S:8]([CH3:11])(=[O:9])=[O:10], predict the reactants needed to synthesize it. The reactants are: [Cl:1][C:2]1[CH:3]=[C:4]([CH:12]([CH2:24][CH:25]2[CH2:29][CH2:28][CH2:27][CH2:26]2)[C:13]([NH:15][C:16]2[CH:21]=[N:20][C:19]([CH:22]=O)=[CH:18][N:17]=2)=[O:14])[CH:5]=[CH:6][C:7]=1[S:8]([CH3:11])(=[O:10])=[O:9].[S:30]1[CH2:34][C:33](=[O:35])[NH:32][C:31]1=[O:36].N1CCCCC1.C(O)(=O)C1C=CC=CC=1. (7) Given the product [Cl:23][C:24]1[N:25]=[CH:26][C:27]([Cl:33])=[CH:28][C:29]=1[C:30]([NH:2][CH2:3][C:4]1[CH:12]=[CH:11][CH:10]=[C:9]2[C:5]=1[C:6](=[O:22])[N:7]([CH:14]1[CH2:19][CH2:18][C:17](=[O:20])[NH:16][C:15]1=[O:21])[C:8]2=[O:13])=[O:31], predict the reactants needed to synthesize it. The reactants are: Cl.[NH2:2][CH2:3][C:4]1[CH:12]=[CH:11][CH:10]=[C:9]2[C:5]=1[C:6](=[O:22])[N:7]([CH:14]1[CH2:19][CH2:18][C:17](=[O:20])[NH:16][C:15]1=[O:21])[C:8]2=[O:13].[Cl:23][C:24]1[C:29]([C:30](Cl)=[O:31])=[CH:28][C:27]([Cl:33])=[CH:26][N:25]=1.C(N(CC)CC)C. (8) Given the product [Cl:1][C:2]1[CH:7]=[C:6]2[NH:8][C:9](=[O:42])[C:10]3([CH:15]([C:16]4[CH:21]=[C:20]([Cl:22])[CH:19]=[CH:18][C:17]=4[O:23][C:24]([C:27]([OH:29])=[O:28])([CH3:25])[CH3:26])[CH2:14][C:13](=[O:32])[NH:12][CH:11]3[C:33]3[CH:38]=[C:37]([Cl:39])[CH:36]=[CH:35][C:34]=3[O:40][CH3:41])[C:5]2=[CH:4][CH:3]=1, predict the reactants needed to synthesize it. The reactants are: [Cl:1][C:2]1[CH:7]=[C:6]2[NH:8][C:9](=[O:42])[C:10]3([CH:15]([C:16]4[CH:21]=[C:20]([Cl:22])[CH:19]=[CH:18][C:17]=4[O:23][C:24]([C:27]([O:29]CC)=[O:28])([CH3:26])[CH3:25])[CH2:14][C:13](=[O:32])[NH:12][CH:11]3[C:33]3[CH:38]=[C:37]([Cl:39])[CH:36]=[CH:35][C:34]=3[O:40][CH3:41])[C:5]2=[CH:4][CH:3]=1.[OH-].[Na+].O.